From a dataset of Full USPTO retrosynthesis dataset with 1.9M reactions from patents (1976-2016). Predict the reactants needed to synthesize the given product. (1) Given the product [F:11][C:10]1[C:9]([C:12]2[CH:17]=[CH:16][CH:15]=[CH:14][CH:13]=2)=[C:8]([CH3:18])[C:7]([C:19]#[N:20])=[C:5]2[C:4]=1[O:3][C:2]([N:34]1[CH2:35][CH:32]([CH2:31][OH:30])[CH2:33]1)=[N:6]2, predict the reactants needed to synthesize it. The reactants are: Cl[C:2]1[O:3][C:4]2[C:5](=[C:7]([C:19]#[N:20])[C:8]([CH3:18])=[C:9]([C:12]3[CH:17]=[CH:16][CH:15]=[CH:14][CH:13]=3)[C:10]=2[F:11])[N:6]=1.C(N(C(C)C)CC)(C)C.[OH:30][CH2:31][CH:32]1[CH2:35][NH:34][CH2:33]1. (2) Given the product [F:1][C:2]1[C:10]([I:11])=[C:9]2[C:5]([C:6](=[N:15][OH:16])[C:7](=[O:12])[NH:8]2)=[CH:4][CH:3]=1, predict the reactants needed to synthesize it. The reactants are: [F:1][C:2]1[C:10]([I:11])=[C:9]2[C:5]([C:6](=O)[C:7](=[O:12])[NH:8]2)=[CH:4][CH:3]=1.Cl.[NH2:15][OH:16]. (3) Given the product [CH3:9][O:10][CH:11]([O:12][CH3:13])[C:4]1[CH:5]=[CH:6][N:1]=[CH:2][CH:3]=1, predict the reactants needed to synthesize it. The reactants are: [N:1]1[CH:6]=[CH:5][C:4](C=O)=[CH:3][CH:2]=1.[CH3:9][O:10][CH:11](OC)[O:12][CH3:13].S(=O)(=O)(O)O.C[O-].[Na+]. (4) Given the product [C:42]([O:41][C:40]([NH:39][C:29]1[O:30][C:31]2[C:32](=[N:33][CH:34]=[C:35]([CH:37]=[O:50])[CH:36]=2)[C:28]=1[C:26]([NH:25][C:20]1[CH:21]=[N:22][CH:23]=[CH:24][C:19]=1[N:11]1[CH2:12][C@H:13]([C:15]([F:17])([F:16])[F:18])[CH2:14][C@H:9]([NH:8][C:6](=[O:7])[O:5][C:1]([CH3:4])([CH3:3])[CH3:2])[CH2:10]1)=[O:27])=[O:46])([CH3:45])([CH3:43])[CH3:44], predict the reactants needed to synthesize it. The reactants are: [C:1]([O:5][C:6]([NH:8][C@H:9]1[CH2:14][C@@H:13]([C:15]([F:18])([F:17])[F:16])[CH2:12][N:11]([C:19]2[CH:24]=[CH:23][N:22]=[CH:21][C:20]=2[NH:25][C:26]([C:28]2[C:32]3=[N:33][CH:34]=[C:35]([CH:37]=C)[CH:36]=[C:31]3[O:30][C:29]=2[NH:39][C:40](=[O:46])[O:41][C:42]([CH3:45])([CH3:44])[CH3:43])=[O:27])[CH2:10]1)=[O:7])([CH3:4])([CH3:3])[CH3:2].C1C[O:50]CC1. (5) The reactants are: [F:1][C:2]1[C:3]([O:29]C)=[CH:4][C:5]2[CH2:11][CH2:10][CH2:9][C:8]([C:12]3[CH:17]=[CH:16][C:15]([F:18])=[C:14]([O:19]C)[CH:13]=3)=[C:7]([CH2:21][CH2:22][CH2:23][CH2:24][CH2:25][CH2:26][OH:27])[C:6]=2[CH:28]=1.B(Br)(Br)Br.CC1C=CC=C(C)N=1. Given the product [F:1][C:2]1[C:3]([OH:29])=[CH:4][C:5]2[CH2:11][CH2:10][CH2:9][C:8]([C:12]3[CH:17]=[CH:16][C:15]([F:18])=[C:14]([OH:19])[CH:13]=3)=[C:7]([CH2:21][CH2:22][CH2:23][CH2:24][CH2:25][CH2:26][OH:27])[C:6]=2[CH:28]=1, predict the reactants needed to synthesize it. (6) Given the product [CH3:1][O:2][C:3](=[O:18])[C:4]1[CH:9]=[C:8]([N:31]2[CH:32]=[C:28]([C:25]3[CH:24]=[CH:23][C:22]([CH2:21][O:20][CH3:19])=[CH:27][CH:26]=3)[N:29]=[CH:30]2)[C:7]([C:11]([F:14])([F:13])[F:12])=[CH:6][C:5]=1[N+:15]([O-:17])=[O:16], predict the reactants needed to synthesize it. The reactants are: [CH3:1][O:2][C:3](=[O:18])[C:4]1[CH:9]=[C:8](F)[C:7]([C:11]([F:14])([F:13])[F:12])=[CH:6][C:5]=1[N+:15]([O-:17])=[O:16].[CH3:19][O:20][CH2:21][C:22]1[CH:27]=[CH:26][C:25]([C:28]2[N:29]=[CH:30][NH:31][CH:32]=2)=[CH:24][CH:23]=1.C(OCC)(=O)C.O. (7) The reactants are: S([O-])([O-])=O.[Na+:5].[Na+].C(=O)([O-])O.[Na+].[CH3:12][O:13][C:14]1[N:19]=[C:18]([S:20](Cl)(=[O:22])=[O:21])[CH:17]=[CH:16][CH:15]=1. Given the product [CH3:12][O:13][C:14]1[N:19]=[C:18]([S:20]([O-:22])=[O:21])[CH:17]=[CH:16][CH:15]=1.[Na+:5], predict the reactants needed to synthesize it. (8) Given the product [CH3:20][C@:19]1([OH:21])[CH2:18][CH2:17][C@H:16]2[C@H:11]3[C@H:12]([CH2:13][CH2:14][C@:15]12[CH3:22])[C@:2]1([CH3:1])[C@H:8]([CH2:7][C:5](=[O:6])[CH:4]=[CH:3]1)[CH2:9][CH2:10]3, predict the reactants needed to synthesize it. The reactants are: [CH3:1][C@@:2]12[C@H:12]3[CH2:13][CH2:14][C@:15]4([CH3:22])[C@:19]([OH:21])([CH3:20])[CH2:18][CH2:17][C@H:16]4[C@@H:11]3[CH2:10][CH2:9][C@H:8]1[CH2:7][C:5](=[O:6])[CH2:4][CH2:3]2.I(C1C=CC=CC=1C(O)=O)(=O)=O.